This data is from Full USPTO retrosynthesis dataset with 1.9M reactions from patents (1976-2016). The task is: Predict the reactants needed to synthesize the given product. (1) Given the product [CH3:1][C:2]1[O:3][C:4]([C:7]2[CH:8]=[CH:9][C:10]([NH:13][C:14]3[S:15][C:26]4[CH2:27][CH2:28][CH2:29][CH:24]([C:20]5[CH:21]=[CH:22][CH:23]=[CH:18][CH:19]=5)[C:25]=4[N:16]=3)=[CH:11][CH:12]=2)=[CH:5][N:6]=1, predict the reactants needed to synthesize it. The reactants are: [CH3:1][C:2]1[O:3][C:4]([C:7]2[CH:12]=[CH:11][C:10]([NH:13][C:14]([NH2:16])=[S:15])=[CH:9][CH:8]=2)=[CH:5][N:6]=1.Br[CH:18]1[CH2:23][CH2:22][CH2:21][CH:20]([C:24]2[CH:29]=[CH:28][CH:27]=[CH:26][CH:25]=2)[C:19]1=O. (2) Given the product [CH3:19][C:3]1[C:4]([O:9][C:10]2[C:15]([CH3:16])=[CH:14][C:13]([CH3:17])=[CH:12][C:11]=2[CH3:18])=[N:5][C:6]([CH3:8])=[CH:7][C:2]=1[CH:25]([OH:28])[CH2:26][CH3:27], predict the reactants needed to synthesize it. The reactants are: Br[C:2]1[CH:7]=[C:6]([CH3:8])[N:5]=[C:4]([O:9][C:10]2[C:15]([CH3:16])=[CH:14][C:13]([CH3:17])=[CH:12][C:11]=2[CH3:18])[C:3]=1[CH3:19].[Li]CCCC.[CH:25](=[O:28])[CH2:26][CH3:27]. (3) Given the product [NH2:16][C@H:17]([CH:49]([CH3:51])[CH3:50])[C:18]([N:20]([CH:22]1[CH2:38][C@@H:37]2[C@@:25]([CH3:48])([C@@H:26]3[C@@H:34]([CH2:35][CH2:36]2)[C@:33]2([OH:39])[C@@:29]([CH3:47])([C@@H:30]([C:40]4[CH:41]=[CH:42][C:43](=[O:46])[O:44][CH:45]=4)[CH2:31][CH2:32]2)[CH2:28][CH2:27]3)[CH2:24][CH2:23]1)[CH3:21])=[O:19], predict the reactants needed to synthesize it. The reactants are: C1C2C(OC(=O)[N:16](C)[C@H:17]([CH:49]([CH3:51])[CH3:50])[C:18]([N:20]([CH:22]3[CH2:38][C@@H:37]4[C@@:25]([CH3:48])([C@@H:26]5[C@@H:34]([CH2:35][CH2:36]4)[C@:33]4([OH:39])[C@@:29]([CH3:47])([C@@H:30]([C:40]6[CH:41]=[CH:42][C:43](=[O:46])[O:44][CH:45]=6)[CH2:31][CH2:32]4)[CH2:28][CH2:27]5)[CH2:24][CH2:23]3)[CH3:21])=[O:19])C3C(=CC=CC=3)C=2C=CC=1. (4) Given the product [CH3:4][C:2]1([CH3:1])[NH:3][C:28](=[O:30])[N:7]([C:8]2[CH:9]=[N:10][C:11]([O:14][C:15]3[C:20]4[C:21]5([CH2:24][O:25][CH2:26][C:19]=4[CH:18]=[CH:17][CH:16]=3)[CH2:22][CH2:23]5)=[CH:12][CH:13]=2)[C:5]1=[O:6], predict the reactants needed to synthesize it. The reactants are: [CH3:1][C:2]([C:5]([NH:7][C:8]1[CH:9]=[N:10][C:11]([O:14][C:15]2[C:20]3[C:21]4([CH2:24][O:25][CH2:26][C:19]=3[CH:18]=[CH:17][CH:16]=2)[CH2:23][CH2:22]4)=[CH:12][CH:13]=1)=[O:6])([CH3:4])[NH2:3].Cl[C:28](Cl)([O:30]C(=O)OC(Cl)(Cl)Cl)Cl. (5) Given the product [Cl:29][C:26]1[CH:27]=[C:28]2[C:23](=[CH:24][CH:25]=1)[N:22]([CH2:30][CH:31]([CH3:33])[CH3:32])[CH:21]=[C:20]2[C:17]1[O:18][CH:19]=[C:15]([C:13]2[NH:1][C:2]3[CH:11]=[CH:10][C:5]([C:6]([O:8][CH3:9])=[O:7])=[CH:4][C:3]=3[N:12]=2)[N:16]=1, predict the reactants needed to synthesize it. The reactants are: [NH2:1][C:2]1[CH:11]=[CH:10][C:5]([C:6]([O:8][CH3:9])=[O:7])=[CH:4][C:3]=1[NH:12][C:13]([C:15]1[N:16]=[C:17]([C:20]2[C:28]3[C:23](=[CH:24][CH:25]=[C:26]([Cl:29])[CH:27]=3)[N:22]([CH2:30][CH:31]([CH3:33])[CH3:32])[CH:21]=2)[O:18][CH:19]=1)=O. (6) Given the product [CH3:1][O:2][CH2:3][C:4]1[N:9]=[CH:8][C:7]([O:10][C:11]2[CH:12]=[C:13]3[C:17](=[C:18]([O:20][CH:21]([CH3:23])[CH3:22])[CH:19]=2)[NH:16][C:15]([C:24]2[S:25][CH:26]([CH2:29][C:30]([NH:36][CH3:34])=[O:31])[CH2:27][N:28]=2)=[CH:14]3)=[CH:6][CH:5]=1, predict the reactants needed to synthesize it. The reactants are: [CH3:1][O:2][CH2:3][C:4]1[N:9]=[CH:8][C:7]([O:10][C:11]2[CH:12]=[C:13]3[C:17](=[C:18]([O:20][CH:21]([CH3:23])[CH3:22])[CH:19]=2)[NH:16][C:15]([C:24]2[S:25][CH:26]([CH2:29][C:30](O)=[O:31])[CH2:27][N:28]=2)=[CH:14]3)=[CH:6][CH:5]=1.Cl.[CH2:34]([N:36]=C=NCCCN(C)C)C.ON1C2C=CC=CC=2N=N1.Cl.CN. (7) Given the product [CH2:1]([C:3]1[C:10]([O:11][CH2:12][O:13][CH2:14][CH2:15][Si:16]([CH3:19])([CH3:18])[CH3:17])=[CH:9][CH:8]=[CH:7][C:4]=1[C:5](=[NH:6])[NH:26][OH:27])[CH3:2], predict the reactants needed to synthesize it. The reactants are: [CH2:1]([C:3]1[C:10]([O:11][CH2:12][O:13][CH2:14][CH2:15][Si:16]([CH3:19])([CH3:18])[CH3:17])=[CH:9][CH:8]=[CH:7][C:4]=1[C:5]#[N:6])[CH3:2].C(=O)(O)[O-].[Na+].Cl.[NH2:26][OH:27].